From a dataset of Forward reaction prediction with 1.9M reactions from USPTO patents (1976-2016). Predict the product of the given reaction. (1) The product is: [C:14]([O:18][C:19](=[O:25])[NH:20][CH:21]1[CH2:24][N:23]([C:2]2[CH:7]=[C:6]([CH2:8][CH3:9])[C:5]([N+:10]([O-:12])=[O:11])=[CH:4][N:3]=2)[CH2:22]1)([CH3:17])([CH3:15])[CH3:16]. Given the reactants Br[C:2]1[CH:7]=[C:6]([CH2:8][CH3:9])[C:5]([N+:10]([O-:12])=[O:11])=[CH:4][N:3]=1.Cl.[C:14]([O:18][C:19](=[O:25])[NH:20][CH:21]1[CH2:24][NH:23][CH2:22]1)([CH3:17])([CH3:16])[CH3:15].C([O-])([O-])=O.[K+].[K+].O, predict the reaction product. (2) Given the reactants Br[C:2]1[CH:7]=[CH:6][C:5]([C:8]2[N:12]([CH2:13][CH:14]([CH3:16])[CH3:15])[N:11]=[C:10]([C:17]([O:19][CH2:20][CH3:21])=[O:18])[CH:9]=2)=[CH:4][CH:3]=1.[CH3:22][S:23]([C:26]1[CH:27]=[C:28](B(O)O)[CH:29]=[CH:30][CH:31]=1)(=[O:25])=[O:24].C([O-])([O-])=O.[Na+].[Na+], predict the reaction product. The product is: [CH2:13]([N:12]1[C:8]([C:5]2[CH:6]=[CH:7][C:2]([C:30]3[CH:29]=[CH:28][CH:27]=[C:26]([S:23]([CH3:22])(=[O:25])=[O:24])[CH:31]=3)=[CH:3][CH:4]=2)=[CH:9][C:10]([C:17]([O:19][CH2:20][CH3:21])=[O:18])=[N:11]1)[CH:14]([CH3:16])[CH3:15]. (3) The product is: [CH2:7]([NH:9][C:10]([N:23]1[C:24]([CH3:26])=[CH:25][C:21]([O:20][C:14]2[C:13]([Cl:12])=[CH:18][C:17]([Cl:19])=[CH:16][N:15]=2)=[N:22]1)=[O:11])[CH3:8]. Given the reactants C(=O)([O-])[O-].[K+].[K+].[CH2:7]([N:9]=[C:10]=[O:11])[CH3:8].[Cl:12][C:13]1[C:14]([O:20][C:21]2[CH:25]=[C:24]([CH3:26])[NH:23][N:22]=2)=[N:15][CH:16]=[C:17]([Cl:19])[CH:18]=1.Cl, predict the reaction product. (4) Given the reactants [CH2:1]([N:3]([CH:11]1[CH2:16][CH2:15][CH2:14][CH:13]([C:17]2[C:25]3[C:20](=[CH:21][CH:22]=[C:23]([NH:26][C:27]([C:29]4[S:30][CH:31]=[CH:32][CH:33]=4)=[NH:28])[CH:24]=3)[NH:19][CH:18]=2)[CH2:12]1)C(=O)OC(C)(C)C)[CH3:2].C(O)(C(F)(F)F)=O.[NH4+].[OH-], predict the reaction product. The product is: [CH2:1]([NH:3][CH:11]1[CH2:16][CH2:15][CH2:14][CH:13]([C:17]2[C:25]3[C:20](=[CH:21][CH:22]=[C:23]([NH:26][C:27]([C:29]4[S:30][CH:31]=[CH:32][CH:33]=4)=[NH:28])[CH:24]=3)[NH:19][CH:18]=2)[CH2:12]1)[CH3:2]. (5) The product is: [Cl:13][C:14]1[CH:33]=[CH:32][C:31]([CH2:34][CH2:35][CH2:36][O:37][S:2]([CH3:1])(=[O:4])=[O:3])=[CH:30][C:15]=1[C:16]([NH:18][CH2:19][C:20]12[CH2:29][CH:24]3[CH2:23][CH:22]([CH2:28][CH:26]([CH2:25]3)[CH2:27]1)[CH2:21]2)=[O:17]. Given the reactants [CH3:1][S:2](Cl)(=[O:4])=[O:3].C(N(CC)CC)C.[Cl:13][C:14]1[CH:33]=[CH:32][C:31]([CH2:34][CH2:35][CH2:36][OH:37])=[CH:30][C:15]=1[C:16]([NH:18][CH2:19][C:20]12[CH2:29][CH:24]3[CH2:25][CH:26]([CH2:28][CH:22]([CH2:23]3)[CH2:21]1)[CH2:27]2)=[O:17], predict the reaction product. (6) The product is: [Br:18][C:19]1[C:28]2[C:27]([CH3:30])([CH3:29])[CH2:26][CH:25]=[C:24]([CH:31]([CH3:33])[CH3:32])[C:23]=2[CH:22]=[C:21](/[C:34](/[CH:39]([CH3:41])[CH3:40])=[C:35](/[F:38])\[CH:36]=[CH:9]\[C:10](\[CH3:17])=[CH:11]\[C:12]([O:14][CH2:15][CH3:16])=[O:13])[C:20]=1[O:42][CH2:43][CH3:44]. Given the reactants C(OP([CH2:9][C:10]([CH3:17])=[CH:11][C:12]([O:14][CH2:15][CH3:16])=[O:13])(OCC)=O)C.[Br:18][C:19]1[C:28]2[C:27]([CH3:30])([CH3:29])[CH2:26][CH:25]=[C:24]([CH:31]([CH3:33])[CH3:32])[C:23]=2[CH:22]=[C:21](/[C:34](/[CH:39]([CH3:41])[CH3:40])=[C:35](/[F:38])\[CH:36]=O)[C:20]=1[O:42][CH2:43][CH3:44], predict the reaction product. (7) Given the reactants [CH:1]1([C@H:4]([N:8]2[C:13](=[O:14])[C:12]([NH:15][C:16]3[C:17]([CH3:25])=[N:18][C:19]([O:23]C)=[C:20]([CH3:22])[CH:21]=3)=[N:11][C:10]([C:26]#[N:27])=[CH:9]2)[CH2:5][O:6][CH3:7])[CH2:3][CH2:2]1, predict the reaction product. The product is: [CH:1]1([C@H:4]([N:8]2[C:13](=[O:14])[C:12]([NH:15][C:16]3[C:17]([CH3:25])=[N:18][C:19]([OH:23])=[C:20]([CH3:22])[CH:21]=3)=[N:11][C:10]([C:26]#[N:27])=[CH:9]2)[CH2:5][O:6][CH3:7])[CH2:3][CH2:2]1.